Task: Predict the product of the given reaction.. Dataset: Forward reaction prediction with 1.9M reactions from USPTO patents (1976-2016) (1) Given the reactants [CH2:1]([O:3][C:4]([N:6]1[C:15]2[C:10](=[N:11][C:12]([O:16][CH3:17])=[CH:13][CH:14]=2)[C@@H:9]([NH:18][C:19]2[N:24]=[C:23]([CH2:25][C:26]3[CH:31]=[C:30]([C:32]([F:35])([F:34])[F:33])[CH:29]=[C:28]([C:36]([F:39])([F:38])[F:37])[CH:27]=3)[C:22]([CH2:40][CH2:41][CH2:42]Br)=[CH:21][N:20]=2)[CH2:8][C@H:7]1[CH2:44][CH3:45])=[O:5])[CH3:2].[CH3:46][O:47][C:48](=[O:54])[CH2:49][CH2:50][S:51]([O-:53])=[O:52].[Na+].O.C(OCC)(=O)C, predict the reaction product. The product is: [CH2:1]([O:3][C:4]([N:6]1[C:15]2[C:10](=[N:11][C:12]([O:16][CH3:17])=[CH:13][CH:14]=2)[C@@H:9]([NH:18][C:19]2[N:24]=[C:23]([CH2:25][C:26]3[CH:31]=[C:30]([C:32]([F:35])([F:34])[F:33])[CH:29]=[C:28]([C:36]([F:39])([F:38])[F:37])[CH:27]=3)[C:22]([CH2:40][CH2:41][CH2:42][S:51]([CH2:50][CH2:49][C:48]([O:47][CH3:46])=[O:54])(=[O:53])=[O:52])=[CH:21][N:20]=2)[CH2:8][C@H:7]1[CH2:44][CH3:45])=[O:5])[CH3:2]. (2) Given the reactants CC1(C)[O:6][CH:5]([CH2:7]O)[CH2:4][O:3]1.[C:10]([OH:27])(=[O:26])[CH2:11][CH2:12][CH2:13][CH2:14][CH2:15][CH2:16][CH2:17][CH2:18][CH2:19][CH2:20][CH2:21][CH2:22][CH2:23][CH2:24][CH3:25], predict the reaction product. The product is: [C:10]([O:27][CH2:7][CH:5]([CH2:4][OH:3])[OH:6])(=[O:26])[CH2:11][CH2:12][CH2:13][CH2:14][CH2:15][CH2:16][CH2:17][CH2:18][CH2:19][CH2:20][CH2:21][CH2:22][CH2:23][CH2:24][CH3:25]. (3) Given the reactants [OH:1][C:2]1([C:9]2[S:13][N:12]=[C:11]([CH3:14])[CH:10]=2)[CH2:7][CH2:6][C:5](=O)[CH2:4][CH2:3]1.[NH:15]1[CH2:18][CH:17]([NH:19][C:20]([CH2:22][NH:23][C:24](=[O:35])[C:25]2[CH:30]=[CH:29][CH:28]=[C:27]([C:31]([F:34])([F:33])[F:32])[CH:26]=2)=[O:21])[CH2:16]1, predict the reaction product. The product is: [OH:1][C:2]1([C:9]2[S:13][N:12]=[C:11]([CH3:14])[CH:10]=2)[CH2:7][CH2:6][CH:5]([N:15]2[CH2:18][CH:17]([NH:19][C:20]([CH2:22][NH:23][C:24](=[O:35])[C:25]3[CH:30]=[CH:29][CH:28]=[C:27]([C:31]([F:34])([F:32])[F:33])[CH:26]=3)=[O:21])[CH2:16]2)[CH2:4][CH2:3]1. (4) Given the reactants I[CH2:2][C@@H:3]([CH3:17])[CH2:4][N:5]1[C:10]2[CH:11]=[C:12]([CH3:15])[CH:13]=[CH:14][C:9]=2[O:8][CH2:7][C:6]1=[O:16].[CH2:18]([CH:23]1[CH2:29][CH:28]2[NH:30][CH:25]([CH2:26][CH2:27]2)[CH2:24]1)[CH2:19][CH2:20][CH2:21][CH3:22], predict the reaction product. The product is: [CH2:18]([CH:23]1[CH2:24][CH:25]2[N:30]([CH2:2][C@@H:3]([CH3:17])[CH2:4][N:5]3[C:10]4[CH:11]=[C:12]([CH3:15])[CH:13]=[CH:14][C:9]=4[O:8][CH2:7][C:6]3=[O:16])[CH:28]([CH2:27][CH2:26]2)[CH2:29]1)[CH2:19][CH2:20][CH2:21][CH3:22]. (5) Given the reactants [CH3:1][O:2][C:3]1[CH:19]=[CH:18][C:6]([CH2:7][N:8]2[C:16]3[C:11](=[CH:12][CH:13]=[C:14](Br)[CH:15]=3)[CH:10]=[N:9]2)=[CH:5][CH:4]=1.[CH2:20]1[NH:25][CH2:24][CH2:23][N:22]2[CH2:26][CH2:27][CH2:28][CH:21]12.C([O-])([O-])=O.[Cs+].[Cs+].C1C=CC(P(C2C(C3C(P(C4C=CC=CC=4)C4C=CC=CC=4)=CC=C4C=3C=CC=C4)=C3C(C=CC=C3)=CC=2)C2C=CC=CC=2)=CC=1, predict the reaction product. The product is: [CH3:1][O:2][C:3]1[CH:19]=[CH:18][C:6]([CH2:7][N:8]2[C:16]3[C:11](=[CH:12][CH:13]=[C:14]([N:25]4[CH2:24][CH2:23][N:22]5[CH2:26][CH2:27][CH2:28][CH:21]5[CH2:20]4)[CH:15]=3)[CH:10]=[N:9]2)=[CH:5][CH:4]=1. (6) Given the reactants [OH:1][CH2:2][C:3]1[S:11][C:10]2[CH:9]=[N:8][C:7]([N:12](CO)[C:13]3[CH:18]=[C:17]([CH3:19])[C:16]([N:20]4[CH2:25][CH2:24][N:23]([CH3:26])[CH2:22][CH2:21]4)=[CH:15][C:14]=3[O:27][CH:28]([CH3:30])[CH3:29])=[N:6][C:5]=2[C:4]=1[C:33]1[C:34]([O:40][CH3:41])=[N:35][C:36]([CH3:39])=[CH:37][CH:38]=1.C(OC(C)C)(C)C.CCCCC, predict the reaction product. The product is: [CH3:41][O:40][C:34]1[C:33]([C:4]2[C:5]3[N:6]=[C:7]([NH:12][C:13]4[CH:18]=[C:17]([CH3:19])[C:16]([N:20]5[CH2:25][CH2:24][N:23]([CH3:26])[CH2:22][CH2:21]5)=[CH:15][C:14]=4[O:27][CH:28]([CH3:29])[CH3:30])[N:8]=[CH:9][C:10]=3[S:11][C:3]=2[CH2:2][OH:1])=[CH:38][CH:37]=[C:36]([CH3:39])[N:35]=1. (7) Given the reactants [C:1]([O:5][C:6](=[O:24])[NH:7][C@@H:8]([C:13]1[CH:18]=[CH:17][C:16]([O:19][CH3:20])=[C:15]([O:21][CH2:22][CH3:23])[CH:14]=1)[CH2:9][C:10](=[O:12])[CH3:11])([CH3:4])([CH3:3])[CH3:2].[CH3:25][Li].CO, predict the reaction product. The product is: [C:1]([O:5][C:6](=[O:24])[NH:7][C@@H:8]([C:13]1[CH:18]=[CH:17][C:16]([O:19][CH3:20])=[C:15]([O:21][CH2:22][CH3:23])[CH:14]=1)[CH2:9][C:10]([OH:12])([CH3:25])[CH3:11])([CH3:4])([CH3:2])[CH3:3]. (8) Given the reactants [OH:1][CH2:2][C:3]1[CH:4]=[CH:5][C:6]([C:9]#[N:10])=[N:7][CH:8]=1.C(N(C(C)C)CC)(C)C.[CH3:20][S:21](Cl)(=[O:23])=[O:22], predict the reaction product. The product is: [CH3:20][S:21]([O:1][CH2:2][C:3]1[CH:8]=[N:7][C:6]([C:9]#[N:10])=[CH:5][CH:4]=1)(=[O:23])=[O:22]. (9) Given the reactants [Cl:1][C:2]1[CH:3]=[C:4]([C:11]2[CH:12]=[C:13]3[C:18](=[CH:19][CH:20]=2)[N:17]=[CH:16][C:15]([C:21](=[O:25])[CH:22]([CH3:24])[CH3:23])=[C:14]3[NH:26][C@H:27]2[CH2:32][CH2:31][C@H:30]([NH:33]C(=O)OC(C)(C)C)[CH2:29][CH2:28]2)[CH:5]=[C:6]([O:9][CH3:10])[C:7]=1[OH:8].C(O)(C(F)(F)F)=O, predict the reaction product. The product is: [NH2:33][C@H:30]1[CH2:31][CH2:32][C@H:27]([NH:26][C:14]2[C:13]3[C:18](=[CH:19][CH:20]=[C:11]([C:4]4[CH:5]=[C:6]([O:9][CH3:10])[C:7]([OH:8])=[C:2]([Cl:1])[CH:3]=4)[CH:12]=3)[N:17]=[CH:16][C:15]=2[C:21](=[O:25])[CH:22]([CH3:23])[CH3:24])[CH2:28][CH2:29]1.